Dataset: Reaction yield outcomes from USPTO patents with 853,638 reactions. Task: Predict the reaction yield, written as a fraction of the theoretical maximum amount of product (1.0 means a 100% yield; for example, 0.34 means a 34% yield). (1) The reactants are [C:1]([O:5][N:6]=[C:7]1[C:16]2[C:11](=[CH:12][C:13](Br)=[CH:14][CH:15]=2)[O:10][C:9]([C:18]2[N:19]=[CH:20][C:21]3[C:26]([CH:27]=2)=[CH:25][CH:24]=[CH:23][CH:22]=3)=[CH:8]1)([CH3:4])([CH3:3])[CH3:2].C1(P(C2C=CC=CC=2)C2C=CC=CC=2)C=CC=CC=1.C(NCC)C.[CH3:52][Si:53]([C:56]#[CH:57])([CH3:55])[CH3:54].Cl. The catalyst is CN(C)C=O.C(#N)C.Cl[Pd](Cl)([P](C1C=CC=CC=1)(C1C=CC=CC=1)C1C=CC=CC=1)[P](C1C=CC=CC=1)(C1C=CC=CC=1)C1C=CC=CC=1.[Cu](I)I. The product is [C:1]([O:5][N:6]=[C:7]1[C:16]2[C:11](=[CH:12][C:13]([C:57]#[C:56][Si:53]([CH3:55])([CH3:54])[CH3:52])=[CH:14][CH:15]=2)[O:10][C:9]([C:18]2[N:19]=[CH:20][C:21]3[C:26]([CH:27]=2)=[CH:25][CH:24]=[CH:23][CH:22]=3)=[CH:8]1)([CH3:4])([CH3:3])[CH3:2]. The yield is 0.500. (2) The reactants are [CH3:1][O:2][C:3](=[O:18])[CH2:4][O:5][CH2:6][CH2:7][O:8][C:9]1[CH:14]=[CH:13][C:12]([N+:15]([O-])=O)=[CH:11][CH:10]=1. The catalyst is C(OCC)(=O)C.[C].[Pd]. The product is [CH3:1][O:2][C:3](=[O:18])[CH2:4][O:5][CH2:6][CH2:7][O:8][C:9]1[CH:10]=[CH:11][C:12]([NH2:15])=[CH:13][CH:14]=1. The yield is 0.709.